From a dataset of Full USPTO retrosynthesis dataset with 1.9M reactions from patents (1976-2016). Predict the reactants needed to synthesize the given product. (1) Given the product [OH:30][CH2:29][C@@H:28]([NH:27][C:24]([C:7]1[N:8]([CH2:12][C:13]2[CH:18]=[CH:17][CH:16]=[C:15]([O:19][C:20]([F:21])([F:23])[F:22])[CH:14]=2)[C:9]2[C:5]([CH:6]=1)=[CH:4][C:3]([C:1]#[N:2])=[CH:11][CH:10]=2)=[O:26])[CH:31]([CH3:33])[CH3:32], predict the reactants needed to synthesize it. The reactants are: [C:1]([C:3]1[CH:4]=[C:5]2[C:9](=[CH:10][CH:11]=1)[N:8]([CH2:12][C:13]1[CH:18]=[CH:17][CH:16]=[C:15]([O:19][C:20]([F:23])([F:22])[F:21])[CH:14]=1)[C:7]([C:24]([OH:26])=O)=[CH:6]2)#[N:2].[NH2:27][C@@H:28]([CH:31]([CH3:33])[CH3:32])[CH2:29][OH:30]. (2) Given the product [CH2:4]([C:7]([CH2:6][C:5]1[CH:4]=[CH:3][C:2]([OH:1])=[CH:13][CH:12]=1)([C:8]#[N:9])[C:10]#[N:11])[CH2:3][CH:2]=[CH2:13], predict the reactants needed to synthesize it. The reactants are: [OH:1][C:2]1[CH:13]=[CH:12][C:5]([CH2:6][CH:7]([C:10]#[N:11])[C:8]#[N:9])=[CH:4][CH:3]=1.[H-].[Na+].[H][H].[Cl-].[NH4+]. (3) The reactants are: [C:1]([O:5][C:6]([N:8]1[CH2:11][C:10](=[O:12])[CH2:9]1)=[O:7])([CH3:4])([CH3:3])[CH3:2].[N+:13]([CH3:16])([O-:15])=[O:14].C(N(CC)CC)C. Given the product [C:1]([O:5][C:6]([N:8]1[CH2:9][C:10]([OH:12])([CH2:16][N+:13]([O-:15])=[O:14])[CH2:11]1)=[O:7])([CH3:4])([CH3:2])[CH3:3], predict the reactants needed to synthesize it. (4) Given the product [Br:1][C:2]1[CH:18]=[CH:17][CH:16]=[CH:15][C:3]=1[O:4][C:5]1[CH:13]=[CH:12][C:8]([C:9]([NH:48][CH2:49][C:50]2[C:51]([OH:58])=[N:52][C:53]([CH3:57])=[CH:54][C:55]=2[CH3:56])=[O:11])=[CH:7][C:6]=1[Cl:14], predict the reactants needed to synthesize it. The reactants are: [Br:1][C:2]1[CH:18]=[CH:17][CH:16]=[CH:15][C:3]=1[O:4][C:5]1[CH:13]=[CH:12][C:8]([C:9]([OH:11])=O)=[CH:7][C:6]=1[Cl:14].ON1C2C=CC=CC=2N=N1.Cl.C(N=C=NCCCN(C)C)C.C(N(CC)CC)C.[NH2:48][CH2:49][C:50]1[C:51]([OH:58])=[N:52][C:53]([CH3:57])=[CH:54][C:55]=1[CH3:56]. (5) Given the product [F:38][CH:20]([F:19])[CH2:21][O:22][C:23]1[CH:24]=[C:25]([NH:37][C:16]([C:12]2[NH:13][C:14]3[C:10]([CH:11]=2)=[CH:9][CH:8]=[C:7]([NH:6][S:3]([CH3:2])(=[O:4])=[O:5])[CH:15]=3)=[O:18])[CH:26]=[C:27]([C:29]2[CH:34]=[CH:33][C:32]([F:35])=[CH:31][C:30]=2[F:36])[CH:28]=1, predict the reactants needed to synthesize it. The reactants are: Cl.[CH3:2][S:3]([NH:6][C:7]1[CH:15]=[C:14]2[C:10]([CH:11]=[C:12]([C:16]([OH:18])=O)[NH:13]2)=[CH:9][CH:8]=1)(=[O:5])=[O:4].[F:19][CH:20]([F:38])[CH2:21][O:22][C:23]1[CH:24]=[C:25]([NH2:37])[CH:26]=[C:27]([C:29]2[CH:34]=[CH:33][C:32]([F:35])=[CH:31][C:30]=2[F:36])[CH:28]=1.CN(C(ON1N=NC2C=CC=NC1=2)=[N+](C)C)C.F[P-](F)(F)(F)(F)F.CCN(C(C)C)C(C)C. (6) The reactants are: [C:1]([C:9]1[CH:10]=[C:11]([CH:23]=[CH:24][CH:25]=1)[CH2:12][N+:13]12CN3CN(CN(C3)C1)C2)(=[O:8])[C:2]1[CH:7]=[CH:6][CH:5]=[CH:4][CH:3]=1.Cl. Given the product [NH2:13][CH2:12][C:11]1[CH:10]=[C:9]([CH:25]=[CH:24][CH:23]=1)[C:1]([C:2]1[CH:7]=[CH:6][CH:5]=[CH:4][CH:3]=1)=[O:8], predict the reactants needed to synthesize it. (7) Given the product [NH2:1][C:2]1[C:7]([O:8][CH:21]([CH3:23])[CH3:22])=[C:6]([Cl:9])[CH:5]=[C:4]([F:10])[C:3]=1[N:11]1[C:15](=[O:16])[N:14]([CH2:17][CH2:18][CH2:19][F:20])[N:13]=[N:12]1, predict the reactants needed to synthesize it. The reactants are: [NH2:1][C:2]1[C:7]([OH:8])=[C:6]([Cl:9])[CH:5]=[C:4]([F:10])[C:3]=1[N:11]1[C:15](=[O:16])[N:14]([CH2:17][CH2:18][CH2:19][F:20])[N:13]=[N:12]1.[CH:21](I)([CH3:23])[CH3:22].C(=O)([O-])[O-].[K+].[K+]. (8) Given the product [OH:1][C:2]1[CH:3]=[CH:4][C:5]([C:8]2[N:13]=[C:12]([NH:14][C:15]3[CH:23]=[CH:22][C:18]([C:19]([NH:41][CH2:42][C:47]4[CH:46]=[CH:45][CH:44]=[CH:43][N:48]=4)=[O:20])=[CH:17][C:16]=3[O:24][CH3:25])[CH:11]=[N:10][CH:9]=2)=[CH:6][CH:7]=1, predict the reactants needed to synthesize it. The reactants are: [OH:1][C:2]1[CH:7]=[CH:6][C:5]([C:8]2[N:13]=[C:12]([NH:14][C:15]3[CH:23]=[CH:22][C:18]([C:19](O)=[O:20])=[CH:17][C:16]=3[O:24][CH3:25])[CH:11]=[N:10][CH:9]=2)=[CH:4][CH:3]=1.C(N(CC)CC)C.CN(C(O[N:41]1N=[N:48][C:43]2[CH:44]=[CH:45][CH:46]=[CH:47][C:42]1=2)=[N+](C)C)C.[B-](F)(F)(F)F. (9) Given the product [CH3:11][CH:9]([CH3:10])[CH2:8][CH:2]([O:1][S:19]([CH3:18])(=[O:21])=[O:20])[C:3]([O:5][CH2:6][CH3:7])=[O:4], predict the reactants needed to synthesize it. The reactants are: [OH:1][CH:2]([CH2:8][CH:9]([CH3:11])[CH3:10])[C:3]([O:5][CH2:6][CH3:7])=[O:4].N1C=CC=CC=1.[CH3:18][S:19](O[S:19]([CH3:18])(=[O:21])=[O:20])(=[O:21])=[O:20]. (10) Given the product [F:38][C:27]1[CH:26]=[C:25]([C:23]2[N:24]=[C:20]([NH:19][C:17](=[O:18])[CH2:16][N:4]3[C:5]4[C:10](=[O:11])[N:9]([CH3:12])[C:8](=[O:13])[N:7]([CH3:14])[C:6]=4[C:2]([CH3:41])=[CH:1]3)[S:21][CH:22]=2)[CH:30]=[C:29]([F:31])[C:28]=1[O:32][CH2:33][C:34]([CH3:37])([CH3:36])[CH3:35], predict the reactants needed to synthesize it. The reactants are: [CH3:1][C:2]1[C:6]2[N:7]([CH3:14])[C:8](=[O:13])[N:9]([CH3:12])[C:10](=[O:11])[C:5]=2[NH:4]N=1.Br[CH2:16][C:17]([NH:19][C:20]1[S:21][CH:22]=[C:23]([C:25]2[CH:30]=[C:29]([F:31])[C:28]([O:32][CH2:33][C:34]([CH3:37])([CH3:36])[CH3:35])=[C:27]([F:38])[CH:26]=2)[N:24]=1)=[O:18].[H-].[Na+].[CH3:41]N(C=O)C.